The task is: Predict the reaction yield, written as a fraction of the theoretical maximum amount of product (1.0 means a 100% yield; for example, 0.34 means a 34% yield).. This data is from Reaction yield outcomes from USPTO patents with 853,638 reactions. (1) The reactants are [NH2:1][C:2]1[CH:3]=[C:4]([C:12]([O:14][CH3:15])=[O:13])[CH:5]=[C:6]([CH:11]=1)[C:7]([O:9][CH3:10])=[O:8].[CH:16]([CH:18]=O)=O.[NH4+:20].[Cl-].[CH2:22]=O.OP(O)(O)=O. The catalyst is CCO. The product is [N:1]1([C:2]2[CH:11]=[C:6]([C:7]([O:9][CH3:10])=[O:8])[CH:5]=[C:4]([CH:3]=2)[C:12]([O:14][CH3:15])=[O:13])[CH:18]=[CH:16][N:20]=[CH:22]1. The yield is 0.590. (2) The reactants are [F:1][C:2]1[CH:3]=[C:4]2[C:9](=[CH:10][C:11]=1[F:12])[N:8]=[C:7]([O:13][CH3:14])[C:6]([NH:15][C:16](=[O:20])OCC)=[N:5]2.[CH3:21][O:22][C:23]1[CH:24]=[C:25]([N:29]2[CH2:34][CH2:33][NH:32][CH2:31][CH2:30]2)[CH:26]=[CH:27][CH:28]=1.C1CCN2C(=NCCC2)CC1. The catalyst is O1CCCC1. The product is [F:1][C:2]1[CH:3]=[C:4]2[C:9](=[CH:10][C:11]=1[F:12])[N:8]=[C:7]([O:13][CH3:14])[C:6]([NH:15][C:16]([N:32]1[CH2:31][CH2:30][N:29]([C:25]3[CH:26]=[CH:27][CH:28]=[C:23]([O:22][CH3:21])[CH:24]=3)[CH2:34][CH2:33]1)=[O:20])=[N:5]2. The yield is 0.760. (3) The reactants are [CH3:1][O:2][C:3]([C:5]1[C:13]([NH:14][C:15]2[CH:20]=[CH:19][CH:18]=[CH:17][C:16]=2[CH3:21])=[C:12]([F:22])[C:8]2[NH:9][CH:10]=[N:11][C:7]=2[CH:6]=1)=[O:4].C1COCC1.C1C(=O)N([Br:35])C(=O)C1.CC1C=CC(S(O)(=O)=O)=CC=1.O. The catalyst is CO.C1COCC1.CO. The product is [CH3:1][O:2][C:3]([C:5]1[C:13]([NH:14][C:15]2[CH:20]=[CH:19][C:18]([Br:35])=[CH:17][C:16]=2[CH3:21])=[C:12]([F:22])[C:8]2[NH:9][CH:10]=[N:11][C:7]=2[CH:6]=1)=[O:4]. The yield is 0.790. (4) The yield is 0.840. The product is [CH:1]1([C:6]2[C:10]([CH2:11][O:12][C:13]3[CH:14]=[CH:15][C:16]([C:19]4[CH:20]=[C:21]5[C:26](=[CH:27][CH:28]=4)[N:25]=[C:24]([C:29]([OH:31])=[O:30])[CH:23]=[CH:22]5)=[CH:17][CH:18]=3)=[C:9]([CH:33]3[CH2:37][CH2:36][CH2:35][CH2:34]3)[O:8][N:7]=2)[CH2:2][CH2:3][CH2:4][CH2:5]1. The catalyst is C1COCC1. The reactants are [CH:1]1([C:6]2[C:10]([CH2:11][O:12][C:13]3[CH:18]=[CH:17][C:16]([C:19]4[CH:20]=[C:21]5[C:26](=[CH:27][CH:28]=4)[N:25]=[C:24]([C:29]([O:31]C)=[O:30])[CH:23]=[CH:22]5)=[CH:15][CH:14]=3)=[C:9]([CH:33]3[CH2:37][CH2:36][CH2:35][CH2:34]3)[O:8][N:7]=2)[CH2:5][CH2:4][CH2:3][CH2:2]1.CO.[OH-].[Na+]. (5) The reactants are [Br:1][C:2]1[CH:3]=[C:4]([C:8]([F:11])=[CH:9][N:10]=1)[C:5]([OH:7])=[O:6].S(Cl)(Cl)=O.[CH3:16]O. No catalyst specified. The product is [Br:1][C:2]1[CH:3]=[C:4]([C:8]([F:11])=[CH:9][N:10]=1)[C:5]([O:7][CH3:16])=[O:6]. The yield is 0.810. (6) The reactants are [CH2:1]([O:8][N:9]1[C:15](=[O:16])[N:14]2[CH2:17][C@H:10]1[CH2:11][CH2:12][C@H:13]2[C:18]([OH:20])=[O:19])[C:2]1[CH:7]=[CH:6][CH:5]=[CH:4][CH:3]=1.ClC(OCC(C)C)=O.C(N(CC)CC)C.O[N:37]1[C:45](=[O:46])[C@H:44]2[C@H:39]([CH2:40][CH2:41][CH2:42][CH2:43]2)[C:38]1=[O:47]. The catalyst is O1CCCC1.C(Cl)(Cl)Cl. The product is [CH2:1]([O:8][N:9]1[C:15](=[O:16])[N:14]2[CH2:17][C@H:10]1[CH2:11][CH2:12][C@H:13]2[C:18]([O:20][N:37]1[C:45](=[O:46])[C@H:44]2[C@H:39]([CH2:40][CH2:41][CH2:42][CH2:43]2)[C:38]1=[O:47])=[O:19])[C:2]1[CH:7]=[CH:6][CH:5]=[CH:4][CH:3]=1. The yield is 0.610.